Dataset: Full USPTO retrosynthesis dataset with 1.9M reactions from patents (1976-2016). Task: Predict the reactants needed to synthesize the given product. (1) Given the product [N:1]1([C:7]2[N:8]=[C:9]([N:31]3[CH2:32][CH2:33][O:34][CH2:35][CH2:36]3)[C:10]3[CH:15]=[C:14]([C:16]4[CH:17]=[C:18]([OH:22])[CH:19]=[CH:20][CH:21]=4)[NH:13][C:11]=3[N:12]=2)[CH2:6][CH2:5][O:4][CH2:3][CH2:2]1, predict the reactants needed to synthesize it. The reactants are: [N:1]1([C:7]2[N:8]=[C:9]([N:31]3[CH2:36][CH2:35][O:34][CH2:33][CH2:32]3)[C:10]3[CH:15]=[C:14]([C:16]4[CH:17]=[C:18]([OH:22])[CH:19]=[CH:20][CH:21]=4)[N:13](COCC[Si](C)(C)C)[C:11]=3[N:12]=2)[CH2:6][CH2:5][O:4][CH2:3][CH2:2]1.[F-].[Cs+]. (2) Given the product [CH2:1]([O:8][C:9](=[O:19])[NH:10][CH2:11][C@H:12]([NH:18][C:36](=[O:37])[CH2:35][NH:34][C:32](=[O:33])[C:31]1[CH:39]=[CH:40][CH:41]=[C:29]([C:28]([F:27])([F:43])[F:42])[CH:30]=1)[C@@H:13]([OH:17])[C:14]#[C:15][CH3:16])[C:2]1[CH:3]=[CH:4][CH:5]=[CH:6][CH:7]=1, predict the reactants needed to synthesize it. The reactants are: [CH2:1]([O:8][C:9](=[O:19])[NH:10][CH2:11][C@H:12]([NH2:18])[C@@H:13]([OH:17])[C:14]#[C:15][CH3:16])[C:2]1[CH:7]=[CH:6][CH:5]=[CH:4][CH:3]=1.CN1CCOCC1.[F:27][C:28]([F:43])([F:42])[C:29]1[CH:30]=[C:31]([CH:39]=[CH:40][CH:41]=1)[C:32]([NH:34][CH2:35][C:36](O)=[O:37])=[O:33].CN(C(ON1N=NC2C=CC=NC1=2)=[N+](C)C)C.F[P-](F)(F)(F)(F)F. (3) The reactants are: [CH:1]1[C:13]2[NH:12][C:11]3[C:6](=[CH:7][CH:8]=[CH:9][CH:10]=3)[C:5]=2[CH:4]=[C:3]([C:14]([O:16][CH2:17][CH3:18])=[O:15])[N:2]=1.[H-].[Na+].[Cl:21][C:22]1[C:23]([F:31])=[C:24]([C:27]([F:30])=[CH:28][CH:29]=1)[CH2:25]Br.O. Given the product [Cl:21][C:22]1[C:23]([F:31])=[C:24]([C:27]([F:30])=[CH:28][CH:29]=1)[CH2:25][N:12]1[C:13]2[CH:1]=[N:2][C:3]([C:14]([O:16][CH2:17][CH3:18])=[O:15])=[CH:4][C:5]=2[C:6]2[C:11]1=[CH:10][CH:9]=[CH:8][CH:7]=2, predict the reactants needed to synthesize it. (4) Given the product [CH2:1]([O:13][C:14]1[CH:15]=[C:16]([C:33](=[O:51])[C:39]([C:41]2[CH:46]=[CH:45][C:44]([I:47])=[CH:43][CH:42]=2)=[O:40])[CH:17]=[CH:18][C:19]=1[O:20][CH2:21][CH2:22][CH2:23][CH2:24][CH2:25][CH2:26][CH2:27][CH2:28][CH2:29][CH2:30][CH2:31][CH3:32])[CH2:2][CH2:3][CH2:4][CH2:5][CH2:6][CH2:7][CH2:8][CH2:9][CH2:10][CH2:11][CH3:12], predict the reactants needed to synthesize it. The reactants are: [CH2:1]([O:13][C:14]1[CH:15]=[C:16]([C:33]2([CH:39]([C:41]3[CH:46]=[CH:45][C:44]([I:47])=[CH:43][CH:42]=3)[OH:40])SCCCS2)[CH:17]=[CH:18][C:19]=1[O:20][CH2:21][CH2:22][CH2:23][CH2:24][CH2:25][CH2:26][CH2:27][CH2:28][CH2:29][CH2:30][CH2:31][CH3:32])[CH2:2][CH2:3][CH2:4][CH2:5][CH2:6][CH2:7][CH2:8][CH2:9][CH2:10][CH2:11][CH3:12].C1C(=O)N(Br)C(=[O:51])C1.[O-]S([O-])=O.[Na+].[Na+].C(Cl)Cl.